From a dataset of Reaction yield outcomes from USPTO patents with 853,638 reactions. Predict the reaction yield, written as a fraction of the theoretical maximum amount of product (1.0 means a 100% yield; for example, 0.34 means a 34% yield). (1) The reactants are CN([CH:4]=[C:5]1[CH2:25][C:9]2([CH2:14][CH2:13][N:12]([C:15]([O:17][CH2:18][C:19]3[CH:24]=[CH:23][CH:22]=[CH:21][CH:20]=3)=[O:16])[CH2:11][CH2:10]2)[CH:8]=[CH:7][C:6]1=O)C.C(O)(=O)C.Cl.[C:32]([NH:36][NH2:37])([CH3:35])([CH3:34])[CH3:33]. The catalyst is C(O)C. The product is [C:32]([N:36]1[C:6]2[CH:7]=[CH:8][C:9]3([CH2:10][CH2:11][N:12]([C:15]([O:17][CH2:18][C:19]4[CH:20]=[CH:21][CH:22]=[CH:23][CH:24]=4)=[O:16])[CH2:13][CH2:14]3)[CH2:25][C:5]=2[CH:4]=[N:37]1)([CH3:35])([CH3:34])[CH3:33]. The yield is 0.790. (2) The reactants are [C:1]([O:5][C:6]([N:8]1[CH2:12][CH2:11][CH2:10][CH:9]1[CH:13]=O)=[O:7])([CH3:4])([CH3:3])[CH3:2].[ClH:15].[NH2:16][OH:17].O.ClN1C(=O)[CH2:23][CH2:22][C:21]1=O.N1[CH:32]=[CH:31][CH:30]=[CH:29][CH:28]=1. The catalyst is CN(C=O)C.C(OCC)C. The product is [C:1]([O:5][C:6]([N:8]1[CH2:12][CH2:11][CH2:10][CH:9]1[C:13]1[CH:28]=[C:29]([C:30]2[CH:23]=[CH:22][CH:21]=[C:32]([Cl:15])[CH:31]=2)[O:17][N:16]=1)=[O:7])([CH3:2])([CH3:3])[CH3:4]. The yield is 0.480. (3) The reactants are F[C:2]1[CH:7]=[CH:6][C:5]([C:8]2[CH2:12][C:11]([C:17]3[CH:22]=[C:21]([Cl:23])[CH:20]=[C:19]([Cl:24])[CH:18]=3)([C:13]([F:16])([F:15])[F:14])[O:10][N:9]=2)=[CH:4][C:3]=1[N+:25]([O-:27])=[O:26].[NH:28]1[CH:32]=[N:31][CH:30]=[N:29]1.C(=O)([O-])[O-].[K+].[K+].O. The catalyst is CN(C=O)C.C(OCC)(=O)C. The product is [Cl:24][C:19]1[CH:18]=[C:17]([C:11]2([C:13]([F:16])([F:15])[F:14])[O:10][N:9]=[C:8]([C:5]3[CH:6]=[CH:7][C:2]([N:28]4[CH:32]=[N:31][CH:30]=[N:29]4)=[C:3]([N+:25]([O-:27])=[O:26])[CH:4]=3)[CH2:12]2)[CH:22]=[C:21]([Cl:23])[CH:20]=1. The yield is 0.940. (4) The yield is 0.750. The reactants are NN.O=C1C2C(=CC=CC=2)C(=O)[N:5]1[CH2:14][C:15]([CH3:21])([CH3:20])[C:16]([O:18][CH3:19])=[O:17]. The catalyst is CO.C(OCC)C. The product is [NH2:5][CH2:14][C:15]([CH3:21])([CH3:20])[C:16]([O:18][CH3:19])=[O:17]. (5) The reactants are C1C=CC2N(O)N=NC=2C=1.[Cl:11][C:12]1[CH:13]=[C:14]2[C:18](=[CH:19][CH:20]=1)[NH:17][C:16]([C:21]([OH:23])=O)=[CH:15]2.CCN(C(C)C)C(C)C.CCN=C=NCCCN(C)C.[NH2:44][CH:45]1[CH2:54][C:53]2[C:48](=[CH:49][CH:50]=[CH:51][CH:52]=2)[N:47]([CH2:55][C:56]#[N:57])[C:46]1=[O:58]. The catalyst is C(Cl)Cl.CCOC(C)=O. The product is [Cl:11][C:12]1[CH:13]=[C:14]2[C:18](=[CH:19][CH:20]=1)[NH:17][C:16]([C:21]([NH:44][CH:45]1[CH2:54][C:53]3[C:48](=[CH:49][CH:50]=[CH:51][CH:52]=3)[N:47]([CH2:55][C:56]#[N:57])[C:46]1=[O:58])=[O:23])=[CH:15]2. The yield is 0.780. (6) The reactants are C[O:2][C:3]([C:5]1[S:6][CH:7]=[CH:8][C:9]=1[NH:10][S:11]([C:14]1[CH:19]=[CH:18][CH:17]=[CH:16][CH:15]=1)(=[O:13])=[O:12])=[O:4].[OH-].[Na+]. The catalyst is C(#N)C. The product is [C:14]1([S:11]([NH:10][C:9]2[CH:8]=[CH:7][S:6][C:5]=2[C:3]([OH:4])=[O:2])(=[O:13])=[O:12])[CH:15]=[CH:16][CH:17]=[CH:18][CH:19]=1. The yield is 0.950.